From a dataset of CYP2C19 inhibition data for predicting drug metabolism from PubChem BioAssay. Regression/Classification. Given a drug SMILES string, predict its absorption, distribution, metabolism, or excretion properties. Task type varies by dataset: regression for continuous measurements (e.g., permeability, clearance, half-life) or binary classification for categorical outcomes (e.g., BBB penetration, CYP inhibition). Dataset: cyp2c19_veith. (1) The molecule is Cc1cc2cc(CNC(=O)CC(C)C)ccc2n1C. The result is 1 (inhibitor). (2) The molecule is O=C(Nc1ccc(S(=O)(=O)N2CCCC2)cc1)c1ccc(CN2CCOCC2)cc1. The result is 0 (non-inhibitor).